Task: Regression. Given a peptide amino acid sequence and an MHC pseudo amino acid sequence, predict their binding affinity value. This is MHC class I binding data.. Dataset: Peptide-MHC class I binding affinity with 185,985 pairs from IEDB/IMGT The peptide sequence is LPLIVDTAA. The MHC is HLA-B15:01 with pseudo-sequence HLA-B15:01. The binding affinity (normalized) is 0.0847.